From a dataset of Full USPTO retrosynthesis dataset with 1.9M reactions from patents (1976-2016). Predict the reactants needed to synthesize the given product. Given the product [Br:1][C:2]1[CH:7]=[CH:6][CH:5]=[CH:4][C:3]=1[N:8]([C:9]1[CH:14]=[CH:13][CH:12]=[CH:11][C:10]=1[Br:15])[C:21]1[CH:22]=[CH:17][CH:18]=[C:19]([C:23]2[C:28]3[S:29][C:30]4[CH:35]=[CH:34][CH:33]=[CH:32][C:31]=4[C:27]=3[CH:26]=[CH:25][CH:24]=2)[CH:20]=1, predict the reactants needed to synthesize it. The reactants are: [Br:1][C:2]1[CH:7]=[CH:6][CH:5]=[CH:4][C:3]=1[NH:8][C:9]1[CH:14]=[CH:13][CH:12]=[CH:11][C:10]=1[Br:15].I[C:17]1[CH:18]=[C:19]([C:23]2[C:28]3[S:29][C:30]4[CH:35]=[CH:34][CH:33]=[CH:32][C:31]=4[C:27]=3[CH:26]=[CH:25][CH:24]=2)[CH:20]=[CH:21][CH:22]=1.C([O-])([O-])=O.[K+].[K+].